From a dataset of NCI-60 drug combinations with 297,098 pairs across 59 cell lines. Regression. Given two drug SMILES strings and cell line genomic features, predict the synergy score measuring deviation from expected non-interaction effect. (1) Drug 1: CC1C(C(CC(O1)OC2CC(OC(C2O)C)OC3=CC4=CC5=C(C(=O)C(C(C5)C(C(=O)C(C(C)O)O)OC)OC6CC(C(C(O6)C)O)OC7CC(C(C(O7)C)O)OC8CC(C(C(O8)C)O)(C)O)C(=C4C(=C3C)O)O)O)O. Drug 2: CC1C(C(CC(O1)OC2CC(CC3=C2C(=C4C(=C3O)C(=O)C5=CC=CC=C5C4=O)O)(C(=O)C)O)N)O. Cell line: MDA-MB-231. Synergy scores: CSS=59.0, Synergy_ZIP=6.52, Synergy_Bliss=11.6, Synergy_Loewe=8.25, Synergy_HSA=12.7. (2) Drug 1: C1CCC(C1)C(CC#N)N2C=C(C=N2)C3=C4C=CNC4=NC=N3. Drug 2: CCC(=C(C1=CC=CC=C1)C2=CC=C(C=C2)OCCN(C)C)C3=CC=CC=C3.C(C(=O)O)C(CC(=O)O)(C(=O)O)O. Cell line: DU-145. Synergy scores: CSS=4.37, Synergy_ZIP=-1.61, Synergy_Bliss=3.54, Synergy_Loewe=-1.15, Synergy_HSA=2.31.